Dataset: Reaction yield outcomes from USPTO patents with 853,638 reactions. Task: Predict the reaction yield, written as a fraction of the theoretical maximum amount of product (1.0 means a 100% yield; for example, 0.34 means a 34% yield). (1) The product is [Cl:1][C:2]1[N:7]=[C:6]2[N:8]([C:11]3[CH:16]=[CH:15][CH:14]=[CH:13][CH:12]=3)[N:9]=[CH:10][C:5]2=[CH:4][N:3]=1. The catalyst is ClCCl.C([O-])(=O)C.[Cu+2].C([O-])(=O)C. The reactants are [Cl:1][C:2]1[N:7]=[C:6]2[NH:8][N:9]=[CH:10][C:5]2=[CH:4][N:3]=1.[C:11]1(B(O)O)[CH:16]=[CH:15][CH:14]=[CH:13][CH:12]=1.N1C=CC=CC=1. The yield is 0.920. (2) The reactants are [C:1]([C:3]([C:6]1[CH:7]=[C:8]([CH:24]=[CH:25][CH:26]=1)[C:9]([NH:11][C:12]1[CH:17]=[CH:16][C:15]([CH3:18])=[C:14]([NH:19][C:20](=[O:23])[CH2:21][SH:22])[CH:13]=1)=[O:10])([CH3:5])[CH3:4])#[N:2].Br[C:28]1[C:29]([C:34](OC)=[O:35])=[N:30][CH:31]=[CH:32][N:33]=1.C([O-])([O-])=O.[Na+].[Na+]. The catalyst is C(O)C. The product is [C:1]([C:3]([C:6]1[CH:7]=[C:8]([CH:24]=[CH:25][CH:26]=1)[C:9]([NH:11][C:12]1[CH:17]=[CH:16][C:15]([CH3:18])=[C:14]([NH:19][C:20]([CH:21]2[S:22][C:28]3=[N:33][CH:32]=[CH:31][N:30]=[C:29]3[C:34]2=[O:35])=[O:23])[CH:13]=1)=[O:10])([CH3:4])[CH3:5])#[N:2]. The yield is 0.429. (3) The reactants are [Br:1][C:2]1[N:3]=[C:4]([C:9]#[C:10][Si](C)(C)C)[C:5]([NH2:8])=[N:6][CH:7]=1.[H-].[Na+].[C:17]1([CH3:27])[CH:22]=[CH:21][C:20]([S:23](Cl)(=[O:25])=[O:24])=[CH:19][CH:18]=1. The catalyst is CN(C=O)C. The product is [Br:1][C:2]1[N:3]=[C:4]2[CH:9]=[CH:10][N:8]([S:23]([C:20]3[CH:21]=[CH:22][C:17]([CH3:27])=[CH:18][CH:19]=3)(=[O:25])=[O:24])[C:5]2=[N:6][CH:7]=1. The yield is 0.520. (4) The reactants are [C:1]([C:3]([C:15]#[N:16])=[CH:4][C:5]1[CH:6]=[CH:7][C:8]([OH:14])=[C:9]([CH:13]=1)[C:10]([OH:12])=O)#[N:2].[F:17][C:18]([F:31])([F:30])[C:19]1[CH:20]=[C:21]([CH:23]=[C:24]([C:26]([F:29])([F:28])[F:27])[CH:25]=1)[NH2:22]. No catalyst specified. The product is [F:17][C:18]([F:30])([F:31])[C:19]1[CH:20]=[C:21]([NH:22][C:10](=[O:12])[C:9]2[CH:13]=[C:5]([CH:4]=[C:3]([C:1]#[N:2])[C:15]#[N:16])[CH:6]=[CH:7][C:8]=2[OH:14])[CH:23]=[C:24]([C:26]([F:27])([F:29])[F:28])[CH:25]=1. The yield is 0.0910. (5) The reactants are [CH3:1][NH:2][C:3]([C:5]1[C:6]2[C:7]([CH2:15][CH2:16][O:17][Si](C(C)(C)C)(C)C)=[CH:8][NH:9][C:10]=2[C:11]([CH3:14])=[CH:12][CH:13]=1)=[O:4].[C:25]([CH2:30][C:31]([O:33][CH2:34][CH3:35])=[O:32])(=O)[CH2:26][CH2:27][CH3:28].B(F)(F)F.CCOCC. The catalyst is C(Cl)Cl. The product is [CH2:34]([O:33][C:31](=[O:32])[CH2:30][C:25]1([CH2:26][CH2:27][CH3:28])[C:8]2[NH:9][C:10]3[C:6]([C:7]=2[CH2:15][CH2:16][O:17]1)=[C:5]([C:3](=[O:4])[NH:2][CH3:1])[CH:13]=[CH:12][C:11]=3[CH3:14])[CH3:35]. The yield is 0.820. (6) The reactants are Cl.[NH2:2][CH2:3][CH2:4][C:5]([O:7][C:8]([CH3:11])([CH3:10])[CH3:9])=[O:6].C(N(CC)CC)C.[Cl:19][C:20]1[CH:25]=[C:24]([C:26]#[N:27])[CH:23]=[CH:22][C:21]=1[S:28](Cl)(=[O:30])=[O:29]. The catalyst is C(Cl)Cl.C(OCC)(=O)C. The product is [Cl:19][C:20]1[CH:25]=[C:24]([C:26]#[N:27])[CH:23]=[CH:22][C:21]=1[S:28]([NH:2][CH2:3][CH2:4][C:5]([O:7][C:8]([CH3:11])([CH3:10])[CH3:9])=[O:6])(=[O:29])=[O:30]. The yield is 1.00. (7) The reactants are C([O:3][C:4]([CH:6]1[CH2:11][CH2:10][N:9]([S:12]([C:15]2[CH:20]=[CH:19][C:18]([CH3:21])=[CH:17][CH:16]=2)(=[O:14])=[O:13])[CH2:8][CH2:7]1)=O)C.[H-].[H-].[H-].[H-].[Li+].[Al+3].C1COCC1. The catalyst is C(Cl)Cl. The product is [C:18]1([CH3:21])[CH:17]=[CH:16][C:15]([S:12]([N:9]2[CH2:8][CH2:7][CH:6]([CH2:4][OH:3])[CH2:11][CH2:10]2)(=[O:13])=[O:14])=[CH:20][CH:19]=1. The yield is 1.00. (8) The reactants are [Cl:1][C:2]1[CH:3]=[C:4]([C:16]([NH:18][C@H:19]([C:21]2[CH:29]=[CH:28][C:24]([C:25](O)=[O:26])=[CH:23][CH:22]=2)[CH3:20])=[O:17])[C:5]([O:8][C:9]2[CH:14]=[CH:13][C:12]([F:15])=[CH:11][CH:10]=2)=[N:6][CH:7]=1.[CH3:30][S:31]([NH2:34])(=[O:33])=[O:32].Cl.CN(C)CCCN=C=NCC. The catalyst is ClCCl.C(OCC)(=O)C. The product is [Cl:1][C:2]1[CH:7]=[N:6][C:5]([O:8][C:9]2[CH:14]=[CH:13][C:12]([F:15])=[CH:11][CH:10]=2)=[C:4]([CH:3]=1)[C:16]([NH:18][C@H:19]([C:21]1[CH:29]=[CH:28][C:24]([C:25]([NH:34][S:31]([CH3:30])(=[O:33])=[O:32])=[O:26])=[CH:23][CH:22]=1)[CH3:20])=[O:17]. The yield is 0.980. (9) The reactants are [CH3:1][C:2]1[C:7]2[N:8]=[C:9]([C:21]3[CH:26]=[CH:25][N:24]=[CH:23][CH:22]=3)[N:10]=[C:11]([N:12]3[CH2:17][CH2:16][N:15](C(O)=O)[CH2:14][CH2:13]3)[C:6]=2[CH:5]=[CH:4][N:3]=1.Cl. The catalyst is C(Cl)Cl. The product is [CH3:1][C:2]1[C:7]2[N:8]=[C:9]([C:21]3[CH:26]=[CH:25][N:24]=[CH:23][CH:22]=3)[N:10]=[C:11]([N:12]3[CH2:17][CH2:16][NH:15][CH2:14][CH2:13]3)[C:6]=2[CH:5]=[CH:4][N:3]=1. The yield is 0.750.